From a dataset of Peptide-MHC class II binding affinity with 134,281 pairs from IEDB. Regression. Given a peptide amino acid sequence and an MHC pseudo amino acid sequence, predict their binding affinity value. This is MHC class II binding data. (1) The peptide sequence is FFGQNTAAIAATEAQ. The MHC is DRB1_1602 with pseudo-sequence DRB1_1602. The binding affinity (normalized) is 0.229. (2) The peptide sequence is MHVSFVMAYPEMLAA. The binding affinity (normalized) is 0.370. The MHC is HLA-DQA10102-DQB10602 with pseudo-sequence HLA-DQA10102-DQB10602.